Dataset: Forward reaction prediction with 1.9M reactions from USPTO patents (1976-2016). Task: Predict the product of the given reaction. (1) Given the reactants [Cl:1][C:2]1[S:6][C:5]([S:7]([NH2:10])(=[O:9])=[O:8])=[CH:4][CH:3]=1.[C:11](N1C=CN=C1)(N1C=CN=C1)=[O:12].CCN(C(C)C)[CH:26]([CH3:28])[CH3:27].C([C:34]1[C:35]([N:49]2[CH2:54][CH2:53][NH:52][CH2:51][CH2:50]2)=[N:36][C:37](C(F)(F)F)=[C:38]([CH:44]=1)[C:39]([O:41][CH2:42][CH3:43])=[O:40])#N.C(Cl)[Cl:56], predict the reaction product. The product is: [Cl:56][C:34]1[C:35]([N:49]2[CH2:50][CH2:51][N:52]([C:11]([NH:10][S:7]([C:5]3[S:6][C:2]([Cl:1])=[CH:3][CH:4]=3)(=[O:9])=[O:8])=[O:12])[CH2:53][CH2:54]2)=[N:36][CH:37]=[C:38]([CH:44]=1)[C:39]([O:41][CH2:42][CH2:43][CH:26]([CH3:28])[CH3:27])=[O:40]. (2) Given the reactants C(S([C:11]1[C:23]2[C:22]3[C:17](=[C:18]([N:25]([CH3:33])[C:26](=[O:32])[O:27][C:28]([CH3:31])([CH3:30])[CH3:29])[CH:19]=[C:20]([F:24])[CH:21]=3)[NH:16][C:15]=2[N:14]=[C:13]([O:34][C:35]2[CH:36]=[N:37][C:38]([S:41](C)(=O)=O)=[N:39][CH:40]=2)[N:12]=1)(=O)=O)C1C=CC=CC=1.[CH2:45]([NH2:50])[CH2:46][CH2:47][CH2:48][NH2:49].S[CH2:52][C:53]([O:55]CC)=[O:54].[OH-].[Na+], predict the reaction product. The product is: [NH2:49][CH2:48][CH2:47][CH2:46][CH2:45][NH:50][C:11]1[C:23]2[C:22]3[C:17](=[C:18]([N:25]([C:26]([O:27][C:28]([CH3:30])([CH3:31])[CH3:29])=[O:32])[CH3:33])[CH:19]=[C:20]([F:24])[CH:21]=3)[NH:16][C:15]=2[N:14]=[C:13]([O:34][C:35]2[CH:40]=[N:39][C:38]([S:41][CH2:52][C:53]([OH:55])=[O:54])=[N:37][CH:36]=2)[N:12]=1. (3) The product is: [CH2:1]([N:8]1[C:9]2[CH:10]=[C:11]([C:38]3[C:39]([CH3:44])=[N:40][O:41][C:42]=3[CH3:43])[CH:12]=[C:13]([C:35]([NH2:36])=[O:37])[C:14]=2[C:15]2[C:20]1=[CH:19][CH:18]=[C:17]([NH:21][CH3:22])[CH:16]=2)[C:2]1[CH:3]=[CH:4][CH:5]=[CH:6][CH:7]=1. Given the reactants [CH2:1]([N:8]1[C:20]2[CH:19]=[CH:18][C:17]([N:21](C)[C:22](=O)OCC3C=CC(OC)=CC=3)=[CH:16][C:15]=2[C:14]2[C:9]1=[CH:10][C:11]([C:38]1[C:39]([CH3:44])=[N:40][O:41][C:42]=1[CH3:43])=[CH:12][C:13]=2[C:35](=[O:37])[NH2:36])[C:2]1[CH:7]=[CH:6][CH:5]=[CH:4][CH:3]=1.C1(OC)C=CC=CC=1.C(O)(C(F)(F)F)=O, predict the reaction product.